From a dataset of Full USPTO retrosynthesis dataset with 1.9M reactions from patents (1976-2016). Predict the reactants needed to synthesize the given product. (1) Given the product [C:30]([O:29][C:27](=[O:28])[CH:26]([C:24]#[N:25])[C:2]1[CH:7]=[CH:6][C:5]([N+:8]([O-:10])=[O:9])=[C:4]([O:11][CH3:12])[CH:3]=1)([CH3:33])([CH3:32])[CH3:31], predict the reactants needed to synthesize it. The reactants are: F[C:2]1[CH:7]=[CH:6][C:5]([N+:8]([O-:10])=[O:9])=[C:4]([O:11][CH3:12])[CH:3]=1.CC(C)([O-])C.[K+].O1CCCC1.[C:24]([CH2:26][C:27]([O:29][C:30]([CH3:33])([CH3:32])[CH3:31])=[O:28])#[N:25].C(O)(=O)C. (2) Given the product [CH2:1]([C:3]([C:21]1[CH:34]=[CH:33][C:24]([O:25][CH2:26][C@@H:27]([OH:31])[CH2:28][CH2:29][C:30]([OH:37])=[O:32])=[C:23]([CH3:35])[CH:22]=1)([C:6]1[CH:11]=[CH:10][C:9]([CH2:12][S:13]([C:16]([CH3:18])([CH3:19])[CH3:17])(=[O:15])=[O:14])=[C:8]([CH3:20])[CH:7]=1)[CH2:4][CH3:5])[CH3:2], predict the reactants needed to synthesize it. The reactants are: [CH2:1]([C:3]([C:21]1[CH:34]=[CH:33][C:24]([O:25][CH2:26][C@H:27]2[O:31][C:30](=[O:32])[CH2:29][CH2:28]2)=[C:23]([CH3:35])[CH:22]=1)([C:6]1[CH:11]=[CH:10][C:9]([CH2:12][S:13]([C:16]([CH3:19])([CH3:18])[CH3:17])(=[O:15])=[O:14])=[C:8]([CH3:20])[CH:7]=1)[CH2:4][CH3:5])[CH3:2].C[OH:37]. (3) Given the product [Cl:13][C:14]1[CH:33]=[CH:32][C:31]([CH2:34][CH2:35][CH2:36][O:37][S:2]([CH3:1])(=[O:4])=[O:3])=[CH:30][C:15]=1[C:16]([NH:18][CH2:19][C:20]12[CH2:29][CH:24]3[CH2:23][CH:22]([CH2:28][CH:26]([CH2:25]3)[CH2:27]1)[CH2:21]2)=[O:17], predict the reactants needed to synthesize it. The reactants are: [CH3:1][S:2](Cl)(=[O:4])=[O:3].C(N(CC)CC)C.[Cl:13][C:14]1[CH:33]=[CH:32][C:31]([CH2:34][CH2:35][CH2:36][OH:37])=[CH:30][C:15]=1[C:16]([NH:18][CH2:19][C:20]12[CH2:29][CH:24]3[CH2:25][CH:26]([CH2:28][CH:22]([CH2:23]3)[CH2:21]1)[CH2:27]2)=[O:17]. (4) Given the product [CH2:1]([NH:3][C:4]1[CH:11]=[CH:10][C:7]([C:8]#[N:9])=[CH:6][C:5]=1[N:12]=[C:13]1[N:17]([CH2:18][C:19]2[CH:24]=[CH:23][CH:22]=[C:21]([OH:25])[CH:20]=2)[C:16](=[O:27])[C:15](=[C:28]2[N:32]([CH3:33])[C:31]3[CH:34]=[CH:35][CH:36]=[CH:37][C:30]=3[S:29]2)[S:14]1)[CH3:2], predict the reactants needed to synthesize it. The reactants are: [CH2:1]([NH:3][C:4]1[CH:11]=[CH:10][C:7]([C:8]#[N:9])=[CH:6][C:5]=1[N:12]=[C:13]1[N:17]([CH2:18][C:19]2[CH:24]=[CH:23][CH:22]=[C:21]([O:25]C)[CH:20]=2)[C:16](=[O:27])[C:15](=[C:28]2[N:32]([CH3:33])[C:31]3[CH:34]=[CH:35][CH:36]=[CH:37][C:30]=3[S:29]2)[S:14]1)[CH3:2].B(Br)(Br)Br. (5) Given the product [Cl:1][C:2]1[CH:3]=[CH:4][C:5](=[O:9])[N:6]([CH3:8])[N:7]=1, predict the reactants needed to synthesize it. The reactants are: [Cl:1][C:2]1[CH:3]=[C:4](C)[C:5](=[O:9])[N:6]([CH3:8])[N:7]=1.C(=O)([O-])[O-].[Cs+].[Cs+]. (6) Given the product [NH2:8][C@@H:9]1[CH2:13][N:12]([C:14]2[CH:15]=[CH:16][C:17]([F:20])=[CH:18][CH:19]=2)[CH2:11][C@H:10]1[OH:21], predict the reactants needed to synthesize it. The reactants are: C([N:8](CC1C=CC=CC=1)[C@@H:9]1[CH2:13][N:12]([C:14]2[CH:19]=[CH:18][C:17]([F:20])=[CH:16][CH:15]=2)[CH2:11][C@H:10]1[OH:21])C1C=CC=CC=1. (7) Given the product [CH3:18][C:2]1([CH3:1])[C:6]([CH3:7])([CH3:8])[O:5][B:4]([C:9]2[CH:10]=[C:11]([CH:15]=[CH:16][CH:17]=2)[C:12]([NH:19][C:20]2[CH:32]=[CH:31][C:23]([C:24]([O:26][C:27]([CH3:28])([CH3:29])[CH3:30])=[O:25])=[CH:22][CH:21]=2)=[O:14])[O:3]1, predict the reactants needed to synthesize it. The reactants are: [CH3:1][C:2]1([CH3:18])[C:6]([CH3:8])([CH3:7])[O:5][B:4]([C:9]2[CH:10]=[C:11]([CH:15]=[CH:16][CH:17]=2)[C:12]([OH:14])=O)[O:3]1.[NH2:19][C:20]1[CH:32]=[CH:31][C:23]([C:24]([O:26][C:27]([CH3:30])([CH3:29])[CH3:28])=[O:25])=[CH:22][CH:21]=1.CN(C(ON1N=NC2C=CC=NC1=2)=[N+](C)C)C.F[P-](F)(F)(F)(F)F.CCN(C(C)C)C(C)C. (8) Given the product [OH:1][C:2]1[CH:3]=[C:4]([NH:8][C:9]2[CH:21]=[C:20]([CH2:22][CH2:23][C:24]3[CH:29]=[CH:28][CH:27]=[C:26]([O:30][CH3:31])[CH:25]=3)[CH:19]=[CH:18][C:10]=2[C:11]([OH:13])=[O:12])[CH:5]=[CH:6][CH:7]=1, predict the reactants needed to synthesize it. The reactants are: [OH:1][C:2]1[CH:3]=[C:4]([NH:8][C:9]2[CH:21]=[C:20]([CH2:22][CH2:23][C:24]3[CH:29]=[CH:28][CH:27]=[C:26]([O:30][CH3:31])[CH:25]=3)[CH:19]=[CH:18][C:10]=2[C:11]([O:13]C(C)(C)C)=[O:12])[CH:5]=[CH:6][CH:7]=1.